From a dataset of Forward reaction prediction with 1.9M reactions from USPTO patents (1976-2016). Predict the product of the given reaction. (1) Given the reactants Cl[C:2]1[CH:3]=[CH:4][C:5]2[N:6]([C:8]([C:11]3[S:19][C:14]4=[N:15][CH:16]=[CH:17][CH:18]=[C:13]4[CH:12]=3)=[CH:9][N:10]=2)[N:7]=1.O.C1(C)C=CC(S(O)(=O)=O)=CC=1.[NH2:32][C@H:33]1[CH2:38][CH2:37][C@H:36]([OH:39])[CH2:35][CH2:34]1, predict the reaction product. The product is: [S:19]1[C:14]2=[N:15][CH:16]=[CH:17][CH:18]=[C:13]2[CH:12]=[C:11]1[C:8]1[N:6]2[N:7]=[C:2]([NH:32][C@H:33]3[CH2:38][CH2:37][C@H:36]([OH:39])[CH2:35][CH2:34]3)[CH:3]=[CH:4][C:5]2=[N:10][CH:9]=1. (2) The product is: [CH3:17][C:18]1[CH:27]=[C:26]([CH2:28][O:29][C:30]2[CH:31]=[CH:32][C:33]([NH:34][S:13]([CH:8]3[CH2:9][CH2:10][CH2:11][CH2:12][C:4]43[NH:3][C:2](=[O:1])[NH:6][C:5]4=[O:7])(=[O:15])=[O:14])=[CH:35][CH:36]=2)[C:25]2[C:20](=[CH:21][CH:22]=[CH:23][CH:24]=2)[N:19]=1. Given the reactants [O:1]=[C:2]1[NH:6][C:5](=[O:7])[C:4]2([CH2:12][CH2:11][CH2:10][CH2:9][CH:8]2[S:13](Cl)(=[O:15])=[O:14])[NH:3]1.[CH3:17][C:18]1[CH:27]=[C:26]([CH2:28][O:29][C:30]2[CH:36]=[CH:35][C:33]([NH2:34])=[CH:32][CH:31]=2)[C:25]2[C:20](=[CH:21][CH:22]=[CH:23][CH:24]=2)[N:19]=1.C(N(CC)CC)C.OP([O-])(O)=O.[K+], predict the reaction product. (3) Given the reactants [Cl:1][C:2]1[CH:15]=[CH:14][C:5]([O:6][C:7]2[CH:13]=[CH:12][CH:11]=[CH:10][C:8]=2[NH2:9])=[CH:4][CH:3]=1.C(N1CC[CH:22]([C:25]([N:27]([C:30]2[CH:35]=[CH:34][CH:33]=[C:32]([C:36](=O)[CH3:37])[CH:31]=2)[CH2:28][CH3:29])=[O:26])CC1)(=O)C.C(O[BH-](OC(=O)C)OC(=O)C)(=O)C.[Na+].C(=O)(O)[O-].[Na+], predict the reaction product. The product is: [Cl:1][C:2]1[CH:15]=[CH:14][C:5]([O:6][C:7]2[CH:13]=[CH:12][CH:11]=[CH:10][C:8]=2[NH:9][CH:36]([C:32]2[CH:31]=[C:30]([N:27]3[CH2:28][CH2:29][CH2:22][C:25]3=[O:26])[CH:35]=[CH:34][CH:33]=2)[CH3:37])=[CH:4][CH:3]=1. (4) Given the reactants [NH2:1][C:2]1[N:6]([CH:7]2[CH2:12][CH2:11][S:10][CH2:9][CH2:8]2)[N:5]=[C:4]([CH2:13][CH3:14])[C:3]=1[C:15]([OH:17])=[O:16].CN(C(O[N:26]1[N:34]=[N:33][C:28]2[CH:29]=[CH:30][CH:31]=[N:32][C:27]1=2)=[N+](C)C)C.F[P-](F)(F)(F)(F)F.C1C=NC2N(O)N=NC=2C=1.CCN(C(C)C)C(C)C, predict the reaction product. The product is: [CH2:13]([C:4]1[C:3]([C:15]([O:17][N:26]2[C:27]3=[N:32][CH:31]=[CH:30][CH:29]=[C:28]3[N:33]=[N:34]2)=[O:16])=[C:2]([NH2:1])[N:6]([CH:7]2[CH2:12][CH2:11][S:10][CH2:9][CH2:8]2)[N:5]=1)[CH3:14]. (5) Given the reactants [Cl-].[CH2:2]([P+:6]([C:19]1[CH:24]=[CH:23][CH:22]=[CH:21][CH:20]=1)([C:13]1[CH:18]=[CH:17][CH:16]=[CH:15][CH:14]=1)[C:7]1[CH:12]=[CH:11][CH:10]=[CH:9][CH:8]=1)[CH2:3][CH2:4][CH3:5].C([O-])(=O)C.C([P+](C1C=CC=CC=1)(C1C=CC=CC=1)[C:32]1[CH:37]=CC=C[CH:33]=1)C.[Br-:50].C(N([P+](N(CC)CC)(N(CC)CC)N(CC)CC)CC)C, predict the reaction product. The product is: [Br-:50].[CH2:2]([P+:6]([C:19]1[CH:24]=[CH:23][CH:22]=[CH:21][CH:20]=1)([C:7]1[CH:12]=[CH:11][CH:10]=[CH:9][CH:8]=1)[C:13]1[CH:14]=[CH:15][CH:16]=[CH:17][CH:18]=1)[C:3]1[CH:37]=[CH:32][CH:33]=[CH:5][CH:4]=1. (6) Given the reactants C([O-])(=O)C.[Ni+2:5].C([O-])(=O)C.[C:10]([OH:29])(=[O:28])[CH2:11][CH2:12][CH2:13][CH2:14][CH2:15][CH2:16][CH2:17]/[CH:18]=[CH:19]\[CH2:20][CH2:21][CH2:22][CH2:23][CH2:24][CH2:25][CH2:26][CH3:27], predict the reaction product. The product is: [C:10]([O-:29])(=[O:28])[CH2:11][CH2:12][CH2:13][CH2:14][CH2:15][CH2:16][CH2:17]/[CH:18]=[CH:19]\[CH2:20][CH2:21][CH2:22][CH2:23][CH2:24][CH2:25][CH2:26][CH3:27].[Ni+2:5].[C:10]([O-:29])(=[O:28])[CH2:11][CH2:12][CH2:13][CH2:14][CH2:15][CH2:16][CH2:17]/[CH:18]=[CH:19]\[CH2:20][CH2:21][CH2:22][CH2:23][CH2:24][CH2:25][CH2:26][CH3:27]. (7) Given the reactants [NH:1]([C:21]([O:23]CC1C2C(=CC=CC=2)C2C1=CC=CC=2)=O)[C@H:2]([C:7]([NH:9][C@H:10]([C:18]([NH2:20])=[O:19])[CH2:11][C:12]1[CH:17]=[CH:16][CH:15]=[CH:14][CH:13]=1)=[O:8])[CH2:3][C:4](=[O:6])[OH:5].[NH2:38][C@H:39](C(O)=[O:48])CC1C=CC=CC=1, predict the reaction product. The product is: [NH2:38][CH2:39][C:21]([NH:1][C@H:2]([C:7]([NH:9][C@H:10]([C:18]([NH2:20])=[O:19])[CH2:11][C:12]1[CH:13]=[CH:14][CH:15]=[CH:16][CH:17]=1)=[O:8])[CH2:3][C:4](=[O:6])[OH:5])=[O:23].[NH2:1][C@H:2]([C:7]([OH:8])=[O:48])[CH2:3][C:4](=[O:6])[OH:5].